This data is from Full USPTO retrosynthesis dataset with 1.9M reactions from patents (1976-2016). The task is: Predict the reactants needed to synthesize the given product. (1) Given the product [C:11]([O:15][C:16]([N:18]1[CH2:23][CH2:22][N:21]([C:24]([O:26][C:27]([CH3:30])([CH3:29])[CH3:28])=[O:25])[CH2:20][C@@H:19]1[CH2:31][C:32](=[O:34])[CH3:33])=[O:17])([CH3:14])([CH3:13])[CH3:12], predict the reactants needed to synthesize it. The reactants are: C(Cl)(=O)C(Cl)=O.CS(C)=O.[C:11]([O:15][C:16]([N:18]1[CH2:23][CH2:22][N:21]([C:24]([O:26][C:27]([CH3:30])([CH3:29])[CH3:28])=[O:25])[CH2:20][C@@H:19]1[CH2:31][CH:32]([OH:34])[CH3:33])=[O:17])([CH3:14])([CH3:13])[CH3:12].C(N(CC)CC)C. (2) Given the product [CH:26]([C:29]1[CH:33]=[C:32]([NH:34][C:35]([NH:22][C:21]2[CH:23]=[CH:24][CH:25]=[C:19]([O:18][C:6]3[C:5]4[C:10](=[CH:11][C:12]([O:13][CH2:14][CH2:15][O:16][CH3:17])=[C:3]([O:2][CH3:1])[CH:4]=4)[N:9]=[CH:8][N:7]=3)[CH:20]=2)=[O:36])[O:31][N:30]=1)([CH3:28])[CH3:27], predict the reactants needed to synthesize it. The reactants are: [CH3:1][O:2][C:3]1[CH:4]=[C:5]2[C:10](=[CH:11][C:12]=1[O:13][CH2:14][CH2:15][O:16][CH3:17])[N:9]=[CH:8][N:7]=[C:6]2[O:18][C:19]1[CH:20]=[C:21]([CH:23]=[CH:24][CH:25]=1)[NH2:22].[CH:26]([C:29]1[CH:33]=[C:32]([NH:34][C:35](=O)[O:36]C2C=CC=CC=2)[O:31][N:30]=1)([CH3:28])[CH3:27]. (3) Given the product [CH2:21]([C:22]1[N:1]([C:4]2[CH:5]=[CH:6][C:7]([C:8]([NH:10][CH2:11][CH3:12])=[O:9])=[CH:13][CH:14]=2)[N:2]=[N:3][C:23]=1[C:24]([OH:26])=[O:25])[C:15]1[CH:20]=[CH:19][CH:18]=[CH:17][CH:16]=1, predict the reactants needed to synthesize it. The reactants are: [N:1]([C:4]1[CH:14]=[CH:13][C:7]([C:8]([NH:10][CH2:11][CH3:12])=[O:9])=[CH:6][CH:5]=1)=[N+:2]=[N-:3].[C:15]1([CH2:21][C:22](=O)[CH2:23][C:24]([O:26]CC)=[O:25])[CH:20]=[CH:19][CH:18]=[CH:17][CH:16]=1.[O-]CC.[Na+].C(=O)([O-])[O-].[Na+].[Na+]. (4) Given the product [CH3:1][O:2][C:3]1[CH:4]=[C:5]2[C:10](=[CH:11][C:12]=1[O:13][CH3:14])[N:9]=[CH:8][CH:7]=[C:6]2[O:15][C:16]1[C:22]([CH3:23])=[CH:21][C:19]([NH:20][C:32]([NH:36][CH2:37][CH2:38][N:39]2[CH2:43][CH2:42][CH2:41][CH2:40]2)=[S:33])=[C:18]([CH3:24])[CH:17]=1, predict the reactants needed to synthesize it. The reactants are: [CH3:1][O:2][C:3]1[CH:4]=[C:5]2[C:10](=[CH:11][C:12]=1[O:13][CH3:14])[N:9]=[CH:8][CH:7]=[C:6]2[O:15][C:16]1[C:22]([CH3:23])=[CH:21][C:19]([NH2:20])=[C:18]([CH3:24])[CH:17]=1.C(N(CC)CC)C.[C:32](Cl)(Cl)=[S:33].[NH2:36][CH2:37][CH2:38][N:39]1[CH2:43][CH2:42][CH2:41][CH2:40]1. (5) Given the product [F:14][C:10]([F:15])([C:9]([F:20])([F:8])[C:16]([F:19])([F:18])[F:17])[C:11]([N:4]([CH2:5][CH:6]=[CH2:7])[CH2:1][CH:2]=[CH2:3])=[O:12], predict the reactants needed to synthesize it. The reactants are: [CH2:1]([NH:4][CH2:5][CH:6]=[CH2:7])[CH:2]=[CH2:3].[F:8][C:9]([F:20])([C:16]([F:19])([F:18])[F:17])[C:10]([F:15])([F:14])[C:11](Cl)=[O:12]. (6) Given the product [C:26]([O:16][C:7]1[N:8]=[C:9]([CH3:15])[C:10]2[C:5]([CH:6]=1)=[CH:4][C:3]([O:2][CH3:1])=[C:12]([O:13][CH3:14])[CH:11]=2)(=[O:28])[CH3:27], predict the reactants needed to synthesize it. The reactants are: [CH3:1][O:2][C:3]1[CH:4]=[C:5]2[C:10](=[CH:11][C:12]=1[O:13][CH3:14])[C:9]([CH3:15])=[N:8][C:7]([OH:16])=[CH:6]2.CCN(C(C)C)C(C)C.[C:26](OC(=O)C)(=[O:28])[CH3:27]. (7) Given the product [CH2:26]([N:10]1[C:9]2[N:8]=[C:7]([CH2:6][C:5]3[CH:4]=[CH:3][C:2]([NH:1][S:39]([C:34]4[CH:35]=[CH:36][CH:37]=[CH:38][C:33]=4[F:32])(=[O:41])=[O:40])=[CH:31][CH:30]=3)[NH:15][C:14]=2[C:13](=[O:16])[N:12]([CH2:17][C:18]2[CH:23]=[CH:22][CH:21]=[CH:20][C:19]=2[F:24])[C:11]1=[O:25])[CH2:27][CH2:28][CH3:29], predict the reactants needed to synthesize it. The reactants are: [NH2:1][C:2]1[CH:31]=[CH:30][C:5]([CH2:6][C:7]2[NH:15][C:14]3[C:13](=[O:16])[N:12]([CH2:17][C:18]4[CH:23]=[CH:22][CH:21]=[CH:20][C:19]=4[F:24])[C:11](=[O:25])[N:10]([CH2:26][CH2:27][CH2:28][CH3:29])[C:9]=3[N:8]=2)=[CH:4][CH:3]=1.[F:32][C:33]1[CH:38]=[CH:37][CH:36]=[CH:35][C:34]=1[S:39](Cl)(=[O:41])=[O:40]. (8) Given the product [F:37][C:2]1([F:1])[CH2:7][CH2:6][NH:5][CH2:4][CH:3]1[C:15]1[N:16]=[C:17]([N:21]2[C:29]3[CH:28]=[C:27]([C:30]4[CH:35]=[N:34][CH:33]=[C:32]([CH3:36])[N:31]=4)[N:26]=[CH:25][C:24]=3[CH:23]=[N:22]2)[CH:18]=[CH:19][CH:20]=1, predict the reactants needed to synthesize it. The reactants are: [F:1][C:2]1([F:37])[CH2:7][CH2:6][N:5](C(OC(C)(C)C)=O)[CH2:4][CH:3]1[C:15]1[CH:20]=[CH:19][CH:18]=[C:17]([N:21]2[C:29]3[CH:28]=[C:27]([C:30]4[CH:35]=[N:34][CH:33]=[C:32]([CH3:36])[N:31]=4)[N:26]=[CH:25][C:24]=3[CH:23]=[N:22]2)[N:16]=1.O1CCOCC1.Cl.